This data is from Full USPTO retrosynthesis dataset with 1.9M reactions from patents (1976-2016). The task is: Predict the reactants needed to synthesize the given product. (1) The reactants are: [Cl:1][C:2]1[CH:3]=[N:4][CH:5]=[CH:6][C:7]=1[CH2:8][NH:9][C:10]1[N:15]=[CH:14][C:13]([CH:16]=[O:17])=[CH:12][CH:11]=1.[C:18]([O:22][C:23](O[C:23]([O:22][C:18]([CH3:21])([CH3:20])[CH3:19])=[O:24])=[O:24])([CH3:21])([CH3:20])[CH3:19].C(N(CC)CC)C. Given the product [C:18]([O:22][C:23](=[O:24])[N:9]([CH2:8][C:7]1[CH:6]=[CH:5][N:4]=[CH:3][C:2]=1[Cl:1])[C:10]1[CH:11]=[CH:12][C:13]([CH:16]=[O:17])=[CH:14][N:15]=1)([CH3:21])([CH3:20])[CH3:19], predict the reactants needed to synthesize it. (2) Given the product [NH2:22][C:2]1[CH:7]=[C:6]([C:8]([C:10]2[C:18]3[CH:17]=[N:16][CH:15]=[N:14][C:13]=3[N:12]([CH:19]([CH3:21])[CH3:20])[CH:11]=2)=[O:9])[CH:5]=[CH:4][N:3]=1, predict the reactants needed to synthesize it. The reactants are: Br[C:2]1[CH:7]=[C:6]([C:8]([C:10]2[C:18]3[CH:17]=[N:16][CH:15]=[N:14][C:13]=3[N:12]([CH:19]([CH3:21])[CH3:20])[CH:11]=2)=[O:9])[CH:5]=[CH:4][N:3]=1.[NH3:22]. (3) Given the product [C:36]([NH:1][CH2:2][CH:3]1[N:12]2[C:7](=[CH:8][C:9](=[O:18])[C:10]([C:13]([O:15][CH2:16][CH3:17])=[O:14])=[CH:11]2)[C:6]2[CH:19]=[C:20]([O:26][CH2:27][CH3:28])[C:21]([O:23][CH2:24][CH3:25])=[CH:22][C:5]=2[CH2:4]1)(=[O:43])[C:37]1[CH:42]=[CH:41][CH:40]=[CH:39][CH:38]=1, predict the reactants needed to synthesize it. The reactants are: [NH2:1][CH2:2][CH:3]1[N:12]2[C:7](=[CH:8][C:9](=[O:18])[C:10]([C:13]([O:15][CH2:16][CH3:17])=[O:14])=[CH:11]2)[C:6]2[CH:19]=[C:20]([O:26][CH2:27][CH3:28])[C:21]([O:23][CH2:24][CH3:25])=[CH:22][C:5]=2[CH2:4]1.C(N(CC)CC)C.[C:36](Cl)(=[O:43])[C:37]1[CH:42]=[CH:41][CH:40]=[CH:39][CH:38]=1. (4) Given the product [CH2:1]([C:8]1[CH:13]=[CH:12][C:11]([C:14]2[O:18][N:17]=[C:16]([C:19]3[CH:20]=[C:21]([CH2:24][N:51]4[CH2:54][CH:53]([C:55]([O:57][CH2:58][CH3:59])=[O:56])[CH2:52]4)[S:22][CH:23]=3)[N:15]=2)=[CH:10][CH:9]=1)[C:2]1[CH:3]=[CH:4][CH:5]=[CH:6][CH:7]=1, predict the reactants needed to synthesize it. The reactants are: [CH2:1]([C:8]1[CH:13]=[CH:12][C:11]([C:14]2[O:18][N:17]=[C:16]([C:19]3[CH:20]=[C:21]([CH2:24]O)[S:22][CH:23]=3)[N:15]=2)=[CH:10][CH:9]=1)[C:2]1[CH:7]=[CH:6][CH:5]=[CH:4][CH:3]=1.C(Br)(Br)(Br)Br.C1(P(C2C=CC=CC=2)C2C=CC=CC=2)C=CC=CC=1.Cl.[NH:51]1[CH2:54][CH:53]([C:55]([O:57][CH2:58][CH3:59])=[O:56])[CH2:52]1.C(N(CC)C(C)C)(C)C. (5) Given the product [C:1]([C:5]1[CH:9]=[C:8]([NH:10][C:11](=[O:36])[NH:12][C:13]2[C:22]3[C:17](=[CH:18][CH:19]=[CH:20][CH:21]=3)[C:16]([O:23][CH2:24][C:25]3[CH:30]=[CH:29][N:28]=[C:27]([NH:31][C:32](=[O:35])[CH2:33][S:45][CH3:44])[CH:26]=3)=[CH:15][CH:14]=2)[N:7]([C:37]2[CH:42]=[CH:41][C:40]([CH3:43])=[CH:39][CH:38]=2)[N:6]=1)([CH3:4])([CH3:3])[CH3:2], predict the reactants needed to synthesize it. The reactants are: [C:1]([C:5]1[CH:9]=[C:8]([NH:10][C:11](=[O:36])[NH:12][C:13]2[C:22]3[C:17](=[CH:18][CH:19]=[CH:20][CH:21]=3)[C:16]([O:23][CH2:24][C:25]3[CH:30]=[CH:29][N:28]=[C:27]([NH:31][C:32](=[O:35])[CH2:33]Cl)[CH:26]=3)=[CH:15][CH:14]=2)[N:7]([C:37]2[CH:42]=[CH:41][C:40]([CH3:43])=[CH:39][CH:38]=2)[N:6]=1)([CH3:4])([CH3:3])[CH3:2].[CH3:44][S-:45].[Na+]. (6) Given the product [F:1][C:2]1[CH:3]=[C:4]([C:8]#[C:9][C:10]2[CH:14]3[CH2:15][CH2:16][N:17]([C:24]([N:18]4[CH2:23][CH2:22][O:21][CH2:20][CH2:19]4)=[O:25])[CH:13]3[O:12][N:11]=2)[CH:5]=[CH:6][CH:7]=1, predict the reactants needed to synthesize it. The reactants are: [F:1][C:2]1[CH:3]=[C:4]([C:8]#[C:9][C:10]2[NH:11][O:12][CH:13]3[NH:17][CH2:16][CH2:15][C:14]=23)[CH:5]=[CH:6][CH:7]=1.[N:18]1([C:24](Cl)=[O:25])[CH2:23][CH2:22][O:21][CH2:20][CH2:19]1.O. (7) Given the product [Cl:1][C:2]1[N:7]=[C:6]([NH:8][C:9](=[O:14])[C:10]([CH3:13])([CH3:11])[CH3:12])[NH:5][C:4]2=[N:15][CH:16]=[C:17]([I:18])[C:3]=12, predict the reactants needed to synthesize it. The reactants are: [Cl:1][C:2]1[N:7]=[C:6]([NH:8][C:9](=[O:14])[C:10]([CH3:13])([CH3:12])[CH3:11])[NH:5][C:4]2=[N:15][CH:16]=[CH:17][C:3]=12.[I:18]N1C(=O)CCC1=O.